From a dataset of Peptide-MHC class II binding affinity with 134,281 pairs from IEDB. Regression. Given a peptide amino acid sequence and an MHC pseudo amino acid sequence, predict their binding affinity value. This is MHC class II binding data. The peptide sequence is RVPEDLLAMVVAVEQ. The MHC is HLA-DPA10201-DPB11401 with pseudo-sequence HLA-DPA10201-DPB11401. The binding affinity (normalized) is 0.318.